Dataset: Reaction yield outcomes from USPTO patents with 853,638 reactions. Task: Predict the reaction yield, written as a fraction of the theoretical maximum amount of product (1.0 means a 100% yield; for example, 0.34 means a 34% yield). (1) The reactants are [Cl:1][CH2:2][CH2:3][CH2:4][S:5]([O:8][CH2:9][C:10]([CH3:26])([CH3:25])[C@@H:11]([O:15][CH2:16][C:17]1[CH:22]=[CH:21][C:20]([O:23][CH3:24])=[CH:19][CH:18]=1)[C:12]([OH:14])=[O:13])(=[O:7])=[O:6].C(Cl)(=O)C(Cl)=O.[C:33]1([C@H:39](O)[CH3:40])[CH:38]=[CH:37][CH:36]=[CH:35][CH:34]=1.N1C=CC=CC=1. The catalyst is ClCCl. The product is [Cl:1][CH2:2][CH2:3][CH2:4][S:5]([O:8][CH2:9][C:10]([CH3:26])([CH3:25])[C@@H:11]([O:15][CH2:16][C:17]1[CH:22]=[CH:21][C:20]([O:23][CH3:24])=[CH:19][CH:18]=1)[C:12]([O:14][C@@H:39]([C:33]1[CH:38]=[CH:37][CH:36]=[CH:35][CH:34]=1)[CH3:40])=[O:13])(=[O:7])=[O:6]. The yield is 0.670. (2) The reactants are [CH2:1]([NH:5][C:6]1[CH:7]=[C:8]([B:12]([OH:14])[OH:13])[CH:9]=[CH:10][CH:11]=1)[CH2:2][CH2:3][CH3:4].[CH3:15][N:16]=[C:17]=[O:18]. The catalyst is C1COCC1. The product is [CH2:1]([N:5]([C:6]1[CH:7]=[C:8]([B:12]([OH:14])[OH:13])[CH:9]=[CH:10][CH:11]=1)[C:17]([NH:16][CH3:15])=[O:18])[CH2:2][CH2:3][CH3:4]. The yield is 0.330.